Dataset: Reaction yield outcomes from USPTO patents with 853,638 reactions. Task: Predict the reaction yield, written as a fraction of the theoretical maximum amount of product (1.0 means a 100% yield; for example, 0.34 means a 34% yield). (1) The reactants are C([Sn](CCCC)(CCCC)[C:6]([O:8]CC)=[CH2:7])CCC.Br[C:20]1[CH:21]=[CH:22][CH:23]=[C:24]2[C:29]=1[N:28]=[C:27]([C:30]([N:32]1[CH2:37][CH2:36][O:35][CH2:34][CH2:33]1)=[O:31])[CH:26]=[CH:25]2.C1(C)C=CC=CC=1.C(OC=C)=C. The catalyst is C1COCC1.Cl.C1C=CC([P]([Pd]([P](C2C=CC=CC=2)(C2C=CC=CC=2)C2C=CC=CC=2)([P](C2C=CC=CC=2)(C2C=CC=CC=2)C2C=CC=CC=2)[P](C2C=CC=CC=2)(C2C=CC=CC=2)C2C=CC=CC=2)(C2C=CC=CC=2)C2C=CC=CC=2)=CC=1.CCOC(C)=O.CC(C)=O. The yield is 0.920. The product is [N:32]1([C:30]([C:27]2[CH:26]=[CH:25][C:24]3[C:29](=[C:20]([C:6](=[O:8])[CH3:7])[CH:21]=[CH:22][CH:23]=3)[N:28]=2)=[O:31])[CH2:37][CH2:36][O:35][CH2:34][CH2:33]1. (2) The reactants are [C:1]([N:4]1[C:13]2[C:8](=[CH:9][C:10]([N:14]3[CH:18]=[C:17]([C:19]([O:21]CC)=[O:20])[N:16]=[CH:15]3)=[CH:11][CH:12]=2)[C@H:7]([NH:24][C:25]([O:27][CH:28]([CH3:30])[CH3:29])=[O:26])[CH2:6][C@@H:5]1[CH3:31])(=[O:3])[CH3:2].[OH-].[Li+]. The catalyst is CO. The product is [C:1]([N:4]1[C:13]2[C:8](=[CH:9][C:10]([N:14]3[CH:18]=[C:17]([C:19]([OH:21])=[O:20])[N:16]=[CH:15]3)=[CH:11][CH:12]=2)[C@H:7]([NH:24][C:25]([O:27][CH:28]([CH3:30])[CH3:29])=[O:26])[CH2:6][C@@H:5]1[CH3:31])(=[O:3])[CH3:2]. The yield is 0.650. (3) The reactants are F[C:2]1(C)[CH:7]=[CH:6][CH:5]=[C:4]([N+:8]([O-:10])=[O:9])[CH2:3]1.[N:12]1([C:18]([O:20][C:21]([CH3:24])([CH3:23])[CH3:22])=[O:19])[CH2:17][CH2:16][NH:15][CH2:14][CH2:13]1.C(=O)([O-])[O-].[K+].[K+]. The catalyst is CS(C)=O. The product is [N+:8]([C:4]1[CH:3]=[C:2]([N:15]2[CH2:14][CH2:13][N:12]([C:18]([O:20][C:21]([CH3:24])([CH3:23])[CH3:22])=[O:19])[CH2:17][CH2:16]2)[CH:7]=[CH:6][CH:5]=1)([O-:10])=[O:9]. The yield is 0.420.